This data is from Full USPTO retrosynthesis dataset with 1.9M reactions from patents (1976-2016). The task is: Predict the reactants needed to synthesize the given product. (1) Given the product [CH:10]12[NH:5][CH:6]([CH2:12][CH2:11]1)[CH2:7][C:8](=[C:13]1[C:26]3[CH:25]=[CH:24][CH:23]=[C:22]([C:27]([NH2:29])=[O:28])[C:21]=3[O:20][C:19]3[C:14]1=[CH:15][CH:16]=[CH:17][CH:18]=3)[CH2:9]2.[C:3]([OH:35])([C:2]([F:31])([F:30])[F:1])=[O:4], predict the reactants needed to synthesize it. The reactants are: [F:1][C:2]([F:31])([F:30])[C:3]([N:5]1[CH:10]2[CH2:11][CH2:12][CH:6]1[CH2:7][C:8](=[C:13]1[C:26]3[CH:25]=[CH:24][CH:23]=[C:22]([C:27]([NH2:29])=[O:28])[C:21]=3[O:20][C:19]3[C:14]1=[CH:15][CH:16]=[CH:17][CH:18]=3)[CH2:9]2)=[O:4].FC(F)(F)C(N1C2CCC1CC(=C1C3C=CC=C(O)C=3OC3C1=CC=CC=3)C2)=[O:35]. (2) Given the product [C:20]([O:1][CH2:2][CH2:3][O:4][CH2:5][N:6]1[CH:13]=[CH:12][C:10](=[O:11])[NH:9][C:7]1=[O:8])([C:14]1[CH:19]=[CH:18][CH:17]=[CH:16][CH:15]=1)([C:27]1[CH:28]=[CH:29][CH:30]=[CH:31][CH:32]=1)[C:21]1[CH:22]=[CH:23][CH:24]=[CH:25][CH:26]=1, predict the reactants needed to synthesize it. The reactants are: [OH:1][CH2:2][CH2:3][O:4][CH2:5][N:6]1[CH:13]=[CH:12][C:10](=[O:11])[NH:9][C:7]1=[O:8].[C:14]1([C:20](Cl)([C:27]2[CH:32]=[CH:31][CH:30]=[CH:29][CH:28]=2)[C:21]2[CH:26]=[CH:25][CH:24]=[CH:23][CH:22]=2)[CH:19]=[CH:18][CH:17]=[CH:16][CH:15]=1.O. (3) The reactants are: [C:1]([C:5]1[CH:27]=[CH:26][C:8]([C:9]([NH:11][C:12]2[N:13]=[C:14]3[CH:19]=[CH:18][C:17]([N:20]4[CH:24]=[CH:23][N:22]=[CH:21]4)=[N:16][N:15]3[CH:25]=2)=[O:10])=[CH:7][CH:6]=1)([CH3:4])([CH3:3])[CH3:2].[ClH:28]. Given the product [ClH:28].[ClH:28].[C:1]([C:5]1[CH:27]=[CH:26][C:8]([C:9]([NH:11][C:12]2[N:13]=[C:14]3[CH:19]=[CH:18][C:17]([N:20]4[CH:24]=[CH:23][N:22]=[CH:21]4)=[N:16][N:15]3[CH:25]=2)=[O:10])=[CH:7][CH:6]=1)([CH3:4])([CH3:2])[CH3:3], predict the reactants needed to synthesize it. (4) The reactants are: [N:1]1[CH:6]=[CH:5][C:4]([C:7]2[N:11]3[N:12]=[C:13]([NH2:16])[CH:14]=[CH:15][C:10]3=[N:9][CH:8]=2)=[CH:3][CH:2]=1.[C:17](OC(=O)C)(=[O:19])[CH3:18]. Given the product [N:1]1[CH:2]=[CH:3][C:4]([C:7]2[N:11]3[N:12]=[C:13]([NH:16][C:17](=[O:19])[CH3:18])[CH:14]=[CH:15][C:10]3=[N:9][CH:8]=2)=[CH:5][CH:6]=1, predict the reactants needed to synthesize it.